Task: Predict the product of the given reaction.. Dataset: Forward reaction prediction with 1.9M reactions from USPTO patents (1976-2016) (1) Given the reactants [CH2:1]([N:3]([CH:16]1[CH2:21][CH2:20][O:19][CH2:18][CH2:17]1)[C:4]1[C:9]([CH2:10]O)=[CH:8][C:7]([C:12]([F:15])([F:14])[F:13])=[CH:6][N:5]=1)[CH3:2].O=S(Cl)[Cl:24], predict the reaction product. The product is: [Cl:24][CH2:10][C:9]1[C:4]([N:3]([CH2:1][CH3:2])[CH:16]2[CH2:21][CH2:20][O:19][CH2:18][CH2:17]2)=[N:5][CH:6]=[C:7]([C:12]([F:15])([F:14])[F:13])[CH:8]=1. (2) Given the reactants [F:1][C:2]1[C:3]([CH2:24][N:25](C)[C:26](=O)OC(C)(C)C)=[CH:4][N:5]([S:14]([C:17]2[CH:22]=[C:21]([CH3:23])[CH:20]=[CH:19][N:18]=2)(=[O:16])=[O:15])[C:6]=1[C:7]1[C:8]([F:13])=[N:9][CH:10]=[CH:11][CH:12]=1.C(OCC)(=O)C.[ClH:40], predict the reaction product. The product is: [ClH:40].[F:1][C:2]1[C:3]([CH2:24][NH:25][CH3:26])=[CH:4][N:5]([S:14]([C:17]2[CH:22]=[C:21]([CH3:23])[CH:20]=[CH:19][N:18]=2)(=[O:16])=[O:15])[C:6]=1[C:7]1[C:8]([F:13])=[N:9][CH:10]=[CH:11][CH:12]=1. (3) Given the reactants [C:1]([O:5][C:6]([N:8]1[CH2:12][C@H:11](O)[CH2:10][C@H:9]1[CH2:14][O:15][Si:16]([C:29]([CH3:32])([CH3:31])[CH3:30])([C:23]1[CH:28]=[CH:27][CH:26]=[CH:25][CH:24]=1)[C:17]1[CH:22]=[CH:21][CH:20]=[CH:19][CH:18]=1)=[O:7])([CH3:4])([CH3:3])[CH3:2].C1C=CC(P(C2C=CC=CC=2)C2C=CC=CC=2)=CC=1.C(Br)(Br)(Br)[Br:53].CCCCCC, predict the reaction product. The product is: [Br:53][C@@H:11]1[CH2:12][N:8]([C:6]([O:5][C:1]([CH3:4])([CH3:3])[CH3:2])=[O:7])[C@H:9]([CH2:14][O:15][Si:16]([C:29]([CH3:32])([CH3:31])[CH3:30])([C:23]2[CH:28]=[CH:27][CH:26]=[CH:25][CH:24]=2)[C:17]2[CH:22]=[CH:21][CH:20]=[CH:19][CH:18]=2)[CH2:10]1. (4) Given the reactants Cl[CH:2]([C:8](=O)[CH:9]([CH3:11])[CH3:10])[C:3]([O:5][CH2:6][CH3:7])=[O:4].[Cl:13][C:14]1[CH:19]=[CH:18][C:17]([C@@:20]2([CH3:33])[C@@H:24]([C:25]3[CH:30]=[CH:29][C:28]([Cl:31])=[CH:27][CH:26]=3)[NH:23][C:22](=[S:32])[NH:21]2)=[CH:16][CH:15]=1, predict the reaction product. The product is: [Cl:31][C:28]1[CH:27]=[CH:26][C:25]([C@H:24]2[N:23]3[C:22]([S:32][C:2]([C:3]([O:5][CH2:6][CH3:7])=[O:4])=[C:8]3[CH:9]([CH3:11])[CH3:10])=[N:21][C@:20]2([C:17]2[CH:18]=[CH:19][C:14]([Cl:13])=[CH:15][CH:16]=2)[CH3:33])=[CH:30][CH:29]=1. (5) Given the reactants [C:1]([C:3]1[O:7][C:6]([C:8](Cl)=[O:9])=[CH:5][CH:4]=1)#[N:2].[CH3:11][N:12]1[CH2:17][CH2:16][N:15]([C:18]2[CH:23]=[CH:22][C:21]([NH2:24])=[C:20]([C:25]3[C:29]([CH3:30])=[CH:28][S:27][CH:26]=3)[CH:19]=2)[CH2:14][CH2:13]1.CCN(C(C)C)C(C)C, predict the reaction product. The product is: [CH3:11][N:12]1[CH2:17][CH2:16][N:15]([C:18]2[CH:23]=[CH:22][C:21]([NH:24][C:8]([C:6]3[O:7][C:3]([C:1]#[N:2])=[CH:4][CH:5]=3)=[O:9])=[C:20]([C:25]3[C:29]([CH3:30])=[CH:28][S:27][CH:26]=3)[CH:19]=2)[CH2:14][CH2:13]1. (6) Given the reactants [Cl:1][C:2]1[CH:7]=[CH:6][C:5]([CH:8]2[C:12]3[N:13]([CH:22]([CH3:24])[CH3:23])[C:14]([C:16]4[CH2:17][CH2:18][O:19][CH2:20][CH:21]=4)=[N:15][C:11]=3[C:10](=[O:25])[N:9]2[C:26]2[CH:27]=[C:28]([CH3:36])[C:29]3[N:30]([C:32]([CH3:35])=[N:33][N:34]=3)[CH:31]=2)=[CH:4][CH:3]=1, predict the reaction product. The product is: [Cl:1][C:2]1[CH:7]=[CH:6][C:5]([CH:8]2[C:12]3[N:13]([CH:22]([CH3:24])[CH3:23])[C:14]([CH:16]4[CH2:17][CH2:18][O:19][CH2:20][CH2:21]4)=[N:15][C:11]=3[C:10](=[O:25])[N:9]2[C:26]2[CH:27]=[C:28]([CH3:36])[C:29]3[N:30]([C:32]([CH3:35])=[N:33][N:34]=3)[CH:31]=2)=[CH:4][CH:3]=1.